Task: Predict the reactants needed to synthesize the given product.. Dataset: Full USPTO retrosynthesis dataset with 1.9M reactions from patents (1976-2016) (1) Given the product [Cl:19][C:5]1[C:6]([NH:8][C@@H:9]2[CH2:14][CH2:13][CH2:12][CH2:11][C@H:10]2[NH:15][C:16](=[O:18])[CH3:17])=[N:7][C:2]([NH:33][C:30]2[CH:31]=[CH:32][C:25]3[CH2:24][CH2:23][N:22]([CH2:20][CH3:21])[CH2:28][CH2:27][C:26]=3[CH:29]=2)=[N:3][CH:4]=1, predict the reactants needed to synthesize it. The reactants are: Cl[C:2]1[N:7]=[C:6]([NH:8][C@@H:9]2[CH2:14][CH2:13][CH2:12][CH2:11][C@H:10]2[NH:15][C:16](=[O:18])[CH3:17])[C:5]([Cl:19])=[CH:4][N:3]=1.[CH2:20]([N:22]1[CH2:28][CH2:27][C:26]2[CH:29]=[C:30]([NH2:33])[CH:31]=[CH:32][C:25]=2[CH2:24][CH2:23]1)[CH3:21].COCCO.Cl.C(=O)([O-])[O-]. (2) Given the product [I:31][C:20]1[C:15]([C:14]([F:29])([F:30])[F:13])=[CH:16][C:17]([C:25]([F:28])([F:26])[F:27])=[CH:18][C:19]=1[C:21]([F:22])([F:23])[F:24], predict the reactants needed to synthesize it. The reactants are: N(C(C)C)C(C)C.[Li]CCCC.[F:13][C:14]([F:30])([F:29])[C:15]1[CH:20]=[C:19]([C:21]([F:24])([F:23])[F:22])[CH:18]=[C:17]([C:25]([F:28])([F:27])[F:26])[CH:16]=1.[I:31]I.